This data is from Reaction yield outcomes from USPTO patents with 853,638 reactions. The task is: Predict the reaction yield, written as a fraction of the theoretical maximum amount of product (1.0 means a 100% yield; for example, 0.34 means a 34% yield). (1) The reactants are [CH3:1][O:2][C:3]([C:5]1([C:8]2[CH:13]=[CH:12][C:11]([OH:14])=[C:10]([C:15](=[N:17][OH:18])[CH3:16])[CH:9]=2)[CH2:7][CH2:6]1)=[O:4].[CH3:19][C:20](OC(C)=O)=[O:21]. The yield is 0.990. No catalyst specified. The product is [C:20]([O:18]/[N:17]=[C:15](/[C:10]1[CH:9]=[C:8]([C:5]2([C:3]([O:2][CH3:1])=[O:4])[CH2:7][CH2:6]2)[CH:13]=[CH:12][C:11]=1[OH:14])\[CH3:16])(=[O:21])[CH3:19]. (2) The reactants are [S:1]1(=[O:7])(=[O:6])[CH:5]=[CH:4][CH2:3][CH2:2]1.C([Li])CCC.[CH2:13]([Sn:17](Cl)([CH2:22][CH2:23][CH2:24][CH3:25])[CH2:18][CH2:19][CH2:20][CH3:21])[CH2:14][CH2:15][CH3:16]. The catalyst is C1COCC1. The product is [CH2:22]([Sn:17]([CH2:13][CH2:14][CH2:15][CH3:16])([CH2:18][CH2:19][CH2:20][CH3:21])[C:5]1[S:1](=[O:7])(=[O:6])[CH2:2][CH2:3][CH:4]=1)[CH2:23][CH2:24][CH3:25]. The yield is 0.270. (3) The reactants are [CH2:1]1[CH2:6][CH2:5][C:4]([CH2:11][NH2:12])([CH2:7][C:8]([OH:10])=[O:9])[CH2:3][CH2:2]1.C(N(CC)CC)C.C[Si](C)(C)Cl.[CH3:25][CH:26]([CH:28]([Cl:33])[O:29][C:30](Cl)=[O:31])[CH3:27]. The catalyst is ClCCl. The product is [Cl:33][CH:28]([O:29][C:30]([NH:12][CH2:11][C:4]1([CH2:7][C:8]([OH:10])=[O:9])[CH2:3][CH2:2][CH2:1][CH2:6][CH2:5]1)=[O:31])[CH:26]([CH3:27])[CH3:25]. The yield is 0.770. (4) The reactants are [Cl:1][C:2]1[CH:7]=[C:6]([N:8]=[C:9]=[S:10])[CH:5]=[C:4]([C:11]([F:14])([F:13])[F:12])[C:3]=1[C:15]1[CH:20]=[CH:19][C:18]([S:21]([CH2:24][CH:25]2[CH2:30][CH2:29][CH2:28][N:27]([C:31]([O:33][C:34]([CH3:37])([CH3:36])[CH3:35])=[O:32])[CH2:26]2)(=[O:23])=[O:22])=[CH:17][CH:16]=1.[N:38]#[C:39][NH2:40].[Na].[CH3:42]O.CI. The yield is 0.650. The catalyst is C(COC)OC. The product is [Cl:1][C:2]1[CH:7]=[C:6]([N:8]([NH:38][C:39]#[N:40])[CH2:9][S:10][CH3:42])[CH:5]=[C:4]([C:11]([F:14])([F:12])[F:13])[C:3]=1[C:15]1[CH:20]=[CH:19][C:18]([S:21]([CH2:24][CH:25]2[CH2:30][CH2:29][CH2:28][N:27]([C:31]([O:33][C:34]([CH3:37])([CH3:36])[CH3:35])=[O:32])[CH2:26]2)(=[O:23])=[O:22])=[CH:17][CH:16]=1. (5) The yield is 0.450. No catalyst specified. The reactants are OC1C(C2(CO)C3C(=CC=CC=3)N(CC[CH2:22][N:23]3[C:31](=[O:32])[C:30]4[C:25](=[CH:26][CH:27]=[CH:28][CH:29]=4)[C:24]3=[O:33])C2=O)=CC2OCOC=2C=1.C1([CH2:40][CH2:41][N:42]2[C:50]3[C:45](=[CH:46][CH:47]=[CH:48][CH:49]=3)[C:44]([C:53]3[C:61]([OH:62])=[CH:60][C:56]4[O:57][CH2:58][O:59][C:55]=4[CH:54]=3)([CH2:51]O)[C:43]2=[O:63])CC1. The product is [O:63]=[C:43]1[C:44]2([C:53]3=[CH:54][C:55]4[O:59][CH2:58][O:57][C:56]=4[CH:60]=[C:61]3[O:62][CH2:51]2)[C:45]2[C:50](=[CH:49][CH:48]=[CH:47][CH:46]=2)[N:42]1[CH2:41][CH2:40][CH2:22][N:23]1[C:31](=[O:32])[C:30]2[C:25](=[CH:26][CH:27]=[CH:28][CH:29]=2)[C:24]1=[O:33]. (6) The reactants are C([O:4][C:5]1[CH:10]=[CH:9][C:8]([C:11]([O:13][C@H:14]([CH3:21])[CH2:15][CH:16]([CH2:19][CH3:20])[CH2:17][CH3:18])=[O:12])=[CH:7][CH:6]=1)(=O)C.CO.CN. The catalyst is C1(C)C=CC=CC=1. The product is [OH:4][C:5]1[CH:6]=[CH:7][C:8]([C:11]([O:13][C@H:14]([CH3:21])[CH2:15][CH:16]([CH2:19][CH3:20])[CH2:17][CH3:18])=[O:12])=[CH:9][CH:10]=1. The yield is 0.910. (7) The reactants are [CH2:1]([O:3][C:4]([C:6]1[CH:7]=[N:8][C:9]2[C:14]([C:15]=1Cl)=[CH:13][CH:12]=[CH:11][C:10]=2[O:17][CH3:18])=[O:5])[CH3:2].[O:19]1[CH2:23][CH2:22][CH:21]([NH2:24])[CH2:20]1. No catalyst specified. The product is [CH2:1]([O:3][C:4]([C:6]1[CH:7]=[N:8][C:9]2[C:14]([C:15]=1[NH:24][CH:21]1[CH2:22][CH2:23][O:19][CH2:20]1)=[CH:13][CH:12]=[CH:11][C:10]=2[O:17][CH3:18])=[O:5])[CH3:2]. The yield is 1.00. (8) The reactants are [NH2:1][CH:2]1[CH2:11][CH2:10][C:9]2[CH:8]=[C:7]([S:12]C(=O)N(C)C)[CH:6]=[CH:5][C:4]=2[CH2:3]1.[OH-].[K+].Br[C:21]([CH3:30])([CH3:29])[C:22]([O:24][C:25]([CH3:28])([CH3:27])[CH3:26])=[O:23].[BH4-].[Na+]. The catalyst is CO. The product is [C:25]([O:24][C:22](=[O:23])[C:21]([S:12][C:7]1[CH:6]=[CH:5][C:4]2[CH2:3][CH:2]([NH2:1])[CH2:11][CH2:10][C:9]=2[CH:8]=1)([CH3:30])[CH3:29])([CH3:28])([CH3:27])[CH3:26]. The yield is 0.600.